This data is from Full USPTO retrosynthesis dataset with 1.9M reactions from patents (1976-2016). The task is: Predict the reactants needed to synthesize the given product. Given the product [CH2:1]([O:3][C:4]1[CH:9]=[C:8]([CH2:10][N:11]2[CH2:16][CH2:15][CH:14]([NH:17][C:18]([C:19]3[CH:20]=[C:21]([O:27][S:40]([CH3:39])(=[O:42])=[O:41])[CH:22]=[C:23]([O:25][CH3:26])[CH:24]=3)=[O:28])[CH2:13][CH2:12]2)[CH:7]=[C:6]([O:29][CH2:30][CH3:31])[C:5]=1[C:32]1[CH:37]=[CH:36][C:35]([F:38])=[CH:34][CH:33]=1)[CH3:2], predict the reactants needed to synthesize it. The reactants are: [CH2:1]([O:3][C:4]1[CH:9]=[C:8]([CH2:10][N:11]2[CH2:16][CH2:15][CH:14]([NH:17][C:18](=[O:28])[C:19]3[CH:24]=[C:23]([O:25][CH3:26])[CH:22]=[C:21]([OH:27])[CH:20]=3)[CH2:13][CH2:12]2)[CH:7]=[C:6]([O:29][CH2:30][CH3:31])[C:5]=1[C:32]1[CH:37]=[CH:36][C:35]([F:38])=[CH:34][CH:33]=1)[CH3:2].[CH3:39][S:40](Cl)(=[O:42])=[O:41].C(N(C(C)C)C(C)C)C.